Dataset: Forward reaction prediction with 1.9M reactions from USPTO patents (1976-2016). Task: Predict the product of the given reaction. (1) Given the reactants Cl[C:2](OC1C=CC([N+]([O-])=O)=CC=1)=[O:3].[CH2:14]([C:18]1[CH:19]=[C:20]([CH:39]=[C:40]([OH:42])[CH:41]=1)[O:21][CH2:22][C:23]1[C:31]2[C:26](=[CH:27][CH:28]=[CH:29][CH:30]=2)[N:25]([C:32]([O:34][C:35]([CH3:38])([CH3:37])[CH3:36])=[O:33])[CH:24]=1)[CH2:15][CH2:16][CH3:17].C(N(C(C)C)CC)(C)C.[CH3:52][N:53]1[CH2:58][CH2:57][N:56]([CH2:59][CH2:60][NH2:61])[CH2:55][CH2:54]1, predict the reaction product. The product is: [CH2:14]([C:18]1[CH:19]=[C:20]([CH:39]=[C:40]([O:42][C:2](=[O:3])[NH:61][CH2:60][CH2:59][N:56]2[CH2:57][CH2:58][N:53]([CH3:52])[CH2:54][CH2:55]2)[CH:41]=1)[O:21][CH2:22][C:23]1[C:31]2[C:26](=[CH:27][CH:28]=[CH:29][CH:30]=2)[N:25]([C:32]([O:34][C:35]([CH3:37])([CH3:36])[CH3:38])=[O:33])[CH:24]=1)[CH2:15][CH2:16][CH3:17]. (2) Given the reactants C([O:8][C:9]1[CH:14]=[CH:13][C:12]([C:15]2[N:38]([CH2:39][O:40][CH2:41][CH2:42][Si:43]([CH3:46])([CH3:45])[CH3:44])[C:18]3[N:19]=[CH:20][N:21]=[C:22]([O:23][C:24]4[CH:29]=[CH:28][C:27]([NH:30][C:31]([NH:33][CH:34]5[CH2:36][CH2:35]5)=[O:32])=[C:26]([F:37])[CH:25]=4)[C:17]=3[CH:16]=2)=[CH:11][CH:10]=1)C1C=CC=CC=1, predict the reaction product. The product is: [CH:34]1([NH:33][C:31]([NH:30][C:27]2[CH:28]=[CH:29][C:24]([O:23][C:22]3[C:17]4[CH:16]=[C:15]([C:12]5[CH:13]=[CH:14][C:9]([OH:8])=[CH:10][CH:11]=5)[N:38]([CH2:39][O:40][CH2:41][CH2:42][Si:43]([CH3:45])([CH3:44])[CH3:46])[C:18]=4[N:19]=[CH:20][N:21]=3)=[CH:25][C:26]=2[F:37])=[O:32])[CH2:36][CH2:35]1. (3) Given the reactants [NH2:1][C@H:2]([CH2:22][C:23]1[CH:28]=[CH:27][C:26]([Cl:29])=[CH:25][CH:24]=1)[C:3]([N:5]1[CH2:10][CH2:9][CH:8]([C:11]2[CH:16]=[CH:15][CH:14]=[CH:13][C:12]=2[NH:17][S:18]([CH3:21])(=[O:20])=[O:19])[CH2:7][CH2:6]1)=[O:4].CCN(C(C)C)C(C)C.[NH:39]1[C:43](=[O:44])[CH2:42][CH2:41][CH:40]1[C:45](O)=[O:46].C1C=NC2N(O)N=NC=2C=1.C(Cl)CCl, predict the reaction product. The product is: [Cl:29][C:26]1[CH:25]=[CH:24][C:23]([CH2:22][C@@H:2]([NH:1][C:45]([CH:40]2[CH2:41][CH2:42][C:43](=[O:44])[NH:39]2)=[O:46])[C:3]([N:5]2[CH2:10][CH2:9][CH:8]([C:11]3[CH:16]=[CH:15][CH:14]=[CH:13][C:12]=3[NH:17][S:18]([CH3:21])(=[O:19])=[O:20])[CH2:7][CH2:6]2)=[O:4])=[CH:28][CH:27]=1. (4) Given the reactants [CH2:1]([O:8][C:9](=[O:44])[CH2:10][CH2:11][C:12]1[C:41]([CH3:42])=[N:40][C:15]2[N:16]([CH2:23][C:24]3[CH:29]=[CH:28][C:27]([C@H:30]([CH:34]4[CH2:39][CH2:38][O:37][CH2:36][CH2:35]4)[C:31]([OH:33])=O)=[CH:26][CH:25]=3)[C:17]3[C:22]([C:14]=2[C:13]=1[CH3:43])=[CH:21][CH:20]=[CH:19][CH:18]=3)[C:2]1[CH:7]=[CH:6][CH:5]=[CH:4][CH:3]=1.C1C=CC2N(O)N=NC=2C=1.CCN=C=NCCCN(C)C.Cl.Br.Br.[CH2:69]([N:72]1[CH2:77][CH2:76][NH:75][CH2:74][CH2:73]1)[CH2:70][CH3:71], predict the reaction product. The product is: [CH3:42][C:41]1[C:12]([CH2:11][CH2:10][C:9]([O:8][CH2:1][C:2]2[CH:3]=[CH:4][CH:5]=[CH:6][CH:7]=2)=[O:44])=[C:13]([CH3:43])[C:14]2[C:22]3[C:17](=[CH:18][CH:19]=[CH:20][CH:21]=3)[N:16]([CH2:23][C:24]3[CH:25]=[CH:26][C:27]([C@H:30]([CH:34]4[CH2:35][CH2:36][O:37][CH2:38][CH2:39]4)[C:31](=[O:33])[N:75]4[CH2:76][CH2:77][N:72]([CH2:69][CH2:70][CH3:71])[CH2:73][CH2:74]4)=[CH:28][CH:29]=3)[C:15]=2[N:40]=1.